This data is from Full USPTO retrosynthesis dataset with 1.9M reactions from patents (1976-2016). The task is: Predict the reactants needed to synthesize the given product. (1) Given the product [Cl:1][C:2]1[CH:7]=[C:6]([C:8]2[CH:12]=[C:11]([NH2:13])[N:10]([CH3:14])[N:9]=2)[CH:5]=[CH:4][N:3]=1, predict the reactants needed to synthesize it. The reactants are: [Cl:1][C:2]1[CH:7]=[C:6]([C:8]2[CH:12]=[C:11]([NH2:13])[NH:10][N:9]=2)[CH:5]=[CH:4][N:3]=1.[CH3:14]NN. (2) Given the product [C:21]1([C:2]2[CH:3]=[CH:4][C:5]([N:8]3[CH2:13][CH2:12][N:11]([C:14]([O:16][C:17]([CH3:20])([CH3:19])[CH3:18])=[O:15])[CH2:10][CH2:9]3)=[N:6][CH:7]=2)[CH:26]=[CH:25][CH:24]=[CH:23][CH:22]=1, predict the reactants needed to synthesize it. The reactants are: Br[C:2]1[CH:3]=[CH:4][C:5]([N:8]2[CH2:13][CH2:12][N:11]([C:14]([O:16][C:17]([CH3:20])([CH3:19])[CH3:18])=[O:15])[CH2:10][CH2:9]2)=[N:6][CH:7]=1.[C:21]1(B(O)O)[CH:26]=[CH:25][CH:24]=[CH:23][CH:22]=1.C(O)C.C(=O)([O-])[O-].[Na+].[Na+].